Dataset: Full USPTO retrosynthesis dataset with 1.9M reactions from patents (1976-2016). Task: Predict the reactants needed to synthesize the given product. (1) The reactants are: [H-].[Na+].Br[C:4]1[CH:5]=[C:6]([C:15]2[CH:20]=[CH:19][C:18]([C:21]([F:24])([F:23])[F:22])=[CH:17][CH:16]=2)[CH:7]=[C:8]2[C:13]=1[NH:12][C:11](=[O:14])[CH2:10][CH2:9]2.C([Li])CCC.[C:30](=[O:32])=[O:31]. Given the product [O:14]=[C:11]1[CH2:10][CH2:9][C:8]2[C:13](=[C:4]([C:30]([OH:32])=[O:31])[CH:5]=[C:6]([C:15]3[CH:20]=[CH:19][C:18]([C:21]([F:24])([F:23])[F:22])=[CH:17][CH:16]=3)[CH:7]=2)[NH:12]1, predict the reactants needed to synthesize it. (2) Given the product [CH3:31][N:32]1[CH2:37][CH2:36][N:35]([CH2:38][CH2:39][CH2:40][CH2:41][NH:42][C:8](=[O:30])[NH:9][C:10]2[S:14][N:13]=[C:12]([O:15][CH2:16][C:17]3[C:22]([F:23])=[CH:21][C:20]([CH3:24])=[C:19]([F:25])[C:18]=3[F:26])[C:11]=2[C:27]([NH2:28])=[O:29])[CH2:34][CH2:33]1, predict the reactants needed to synthesize it. The reactants are: C1(O[C:8](=[O:30])[NH:9][C:10]2[S:14][N:13]=[C:12]([O:15][CH2:16][C:17]3[C:22]([F:23])=[CH:21][C:20]([CH3:24])=[C:19]([F:25])[C:18]=3[F:26])[C:11]=2[C:27](=[O:29])[NH2:28])C=CC=CC=1.[CH3:31][N:32]1[CH2:37][CH2:36][N:35]([CH2:38][CH2:39][CH2:40][CH2:41][NH2:42])[CH2:34][CH2:33]1. (3) Given the product [CH3:19][C:20]1([CH3:35])[C:24]2=[N:25][CH:26]=[C:27]([N:29]3[CH2:34][CH2:33][O:32][CH2:31][CH2:30]3)[CH:28]=[C:23]2[N:22]([C:2]2[C:11]3[C:6](=[N:7][CH:8]=[CH:9][CH:10]=3)[N:5]=[C:4]([C:12]3[CH:17]=[CH:16][CH:15]=[CH:14][N:13]=3)[C:3]=2[CH3:18])[CH2:21]1, predict the reactants needed to synthesize it. The reactants are: Cl[C:2]1[C:11]2[C:6](=[N:7][CH:8]=[CH:9][CH:10]=2)[N:5]=[C:4]([C:12]2[CH:17]=[CH:16][CH:15]=[CH:14][N:13]=2)[C:3]=1[CH3:18].[CH3:19][C:20]1([CH3:35])[C:24]2=[N:25][CH:26]=[C:27]([N:29]3[CH2:34][CH2:33][O:32][CH2:31][CH2:30]3)[CH:28]=[C:23]2[NH:22][CH2:21]1.CC(C)([O-])C.[Na+]. (4) Given the product [Cl:67][C:66]1[CH:65]=[CH:64][C:55]([C:56](=[O:57])[NH:58][CH2:59][C:60]([CH3:61])([CH3:63])[CH3:62])=[CH:54][C:53]=1[NH:52][C:48]([C:46]1[C:45](=[O:51])[NH:44][C:42]2[N:43]=[C:38]([N:35]3[CH2:34][CH2:33][O:32][CH2:37][CH2:36]3)[N:39]=[CH:40][C:41]=2[CH:47]=1)=[O:50], predict the reactants needed to synthesize it. The reactants are: CN(C(ON1N=NC2C=CC=NC1=2)=[N+](C)C)C.F[P-](F)(F)(F)(F)F.C(N(CC)CC)C.[O:32]1[CH2:37][CH2:36][N:35]([C:38]2[N:39]=[CH:40][C:41]3[CH:47]=[C:46]([C:48]([OH:50])=O)[C:45](=[O:51])[NH:44][C:42]=3[N:43]=2)[CH2:34][CH2:33]1.[NH2:52][C:53]1[CH:54]=[C:55]([CH:64]=[CH:65][C:66]=1[Cl:67])[C:56]([NH:58][CH2:59][C:60]([CH3:63])([CH3:62])[CH3:61])=[O:57]. (5) Given the product [CH3:1][C:2]1([CH3:17])[O:16][C:6]2=[CH:7][C:8]3[C:9]([CH3:15])=[CH:10][C:11]([C:29]#[N:31])=[N:12][C:13]=3[CH:14]=[C:5]2[CH:4]=[CH:3]1, predict the reactants needed to synthesize it. The reactants are: [CH3:1][C:2]1([CH3:17])[O:16][C:6]2=[CH:7][C:8]3[C:9]([CH3:15])=[CH:10][CH:11]=[N:12][C:13]=3[CH:14]=[C:5]2[CH:4]=[CH:3]1.ClC1C=CC=C(C(OO)=O)C=1.[CH2:29]([N:31](CC)CC)C.C(=O)([O-])O.[Na+]. (6) Given the product [Cl:1][C:2]1[CH:3]=[C:4]([C:8]2[C:13]([O:14][CH3:15])=[CH:12][CH:11]=[C:10]([CH2:16][C:17]3[CH:18]=[CH:19][C:20]([N:23]4[CH2:27][CH2:26][CH2:25][C@H:24]4[C:28]([NH2:35])=[O:29])=[N:21][CH:22]=3)[C:9]=2[F:31])[CH:5]=[CH:6][CH:7]=1, predict the reactants needed to synthesize it. The reactants are: [Cl:1][C:2]1[CH:3]=[C:4]([C:8]2[C:13]([O:14][CH3:15])=[CH:12][CH:11]=[C:10]([CH2:16][C:17]3[CH:18]=[CH:19][C:20]([N:23]4[CH2:27][CH2:26][CH2:25][C@H:24]4[C:28](O)=[O:29])=[N:21][CH:22]=3)[C:9]=2[F:31])[CH:5]=[CH:6][CH:7]=1.C([N:35](C(C)C)CC)(C)C.C(OC(Cl)=O)C(C)C.[OH-].[NH4+]. (7) Given the product [CH:31]1([C@H:19]([NH:20][C:21]([O:23][CH2:24][C:25]([CH3:30])([CH3:29])[CH2:26][CH:27]=[CH2:28])=[O:22])[C:18]([N:16]2[CH2:17][C@H:13]([O:12][C:9]3[C:10]4[C:5](=[CH:4][C:3]([O:43][CH3:44])=[C:2]([CH:45]=[CH2:46])[CH:11]=4)[CH:6]=[CH:7][N:8]=3)[CH2:14][C@H:15]2[C:38]([O:40][CH2:41][CH3:42])=[O:39])=[O:37])[CH2:36][CH2:35][CH2:34][CH2:33][CH2:32]1, predict the reactants needed to synthesize it. The reactants are: Br[C:2]1[CH:11]=[C:10]2[C:5]([CH:6]=[CH:7][N:8]=[C:9]2[O:12][C@H:13]2[CH2:17][N:16]([C:18](=[O:37])[C@H:19]([CH:31]3[CH2:36][CH2:35][CH2:34][CH2:33][CH2:32]3)[NH:20][C:21]([O:23][CH2:24][C:25]([CH3:30])([CH3:29])[CH2:26][CH:27]=[CH2:28])=[O:22])[C@H:15]([C:38]([O:40][CH2:41][CH3:42])=[O:39])[CH2:14]2)=[CH:4][C:3]=1[O:43][CH3:44].[CH2:45](C([Sn])=C(CCCC)CCCC)[CH2:46]CC.